Dataset: Forward reaction prediction with 1.9M reactions from USPTO patents (1976-2016). Task: Predict the product of the given reaction. (1) Given the reactants [CH3:1][O:2][C:3]1[CH:4]=[C:5]2[C:10](=[CH:11][CH:12]=1)[N:9]=[CH:8][C:7]([C:13]([OH:15])=[O:14])=[CH:6]2.O[CH2:17][C@H:18]1[CH2:23][CH2:22][C@H:21]([NH:24][C:25]([C:27]2[CH:28]=[CH:29][C:30]3[S:35][CH2:34][C:33](=[O:36])[NH:32][C:31]=3[CH:37]=2)=[O:26])[CH2:20][CH2:19]1.Cl.CN(C)CCCN=C=NCC, predict the reaction product. The product is: [O:36]=[C:33]1[NH:32][C:31]2[CH:37]=[C:27]([C:25]([NH:24][C@H:21]3[CH2:22][CH2:23][C@H:18]([CH2:17][O:14][C:13]([C:7]4[CH:8]=[N:9][C:10]5[C:5]([CH:6]=4)=[CH:4][C:3]([O:2][CH3:1])=[CH:12][CH:11]=5)=[O:15])[CH2:19][CH2:20]3)=[O:26])[CH:28]=[CH:29][C:30]=2[S:35][CH2:34]1. (2) Given the reactants [F:1][C:2]1[CH:7]=[CH:6][C:5]([C@H:8]([NH:25][S:26]([C:29]2[CH:34]=[CH:33][CH:32]=[C:31]([C:35]([F:38])([F:37])[F:36])[CH:30]=2)(=[O:28])=[O:27])[CH2:9][C:10]([NH:12][C@@H:13]2[CH2:22][CH2:21][C:20]3[C:15](=[CH:16][CH:17]=[C:18]([CH:23]=C)[CH:19]=3)[CH2:14]2)=[O:11])=[CH:4][CH:3]=1.C([OH:43])(C)(C)C.C1COCC1.O.C[N+]1([O-])CCOCC1.P([O-])([O-])([O-])=O, predict the reaction product. The product is: [F:1][C:2]1[CH:7]=[CH:6][C:5]([C@H:8]([NH:25][S:26]([C:29]2[CH:34]=[CH:33][CH:32]=[C:31]([C:35]([F:38])([F:36])[F:37])[CH:30]=2)(=[O:27])=[O:28])[CH2:9][C:10]([NH:12][C@@H:13]2[CH2:22][CH2:21][C:20]3[C:15](=[CH:16][CH:17]=[C:18]([CH:23]=[O:43])[CH:19]=3)[CH2:14]2)=[O:11])=[CH:4][CH:3]=1. (3) Given the reactants Br[C:2]1[N:6]2[C:7](=[O:22])[CH:8]=[C:9]([CH2:11][N:12]3[C:16]([Cl:17])=[CH:15][C:14]([C:18]([F:21])([F:20])[F:19])=[N:13]3)[N:10]=[C:5]2[S:4][C:3]=1[Cl:23].[C:24]([CH:26]1[CH2:28][CH:27]1[B-](F)(F)F)#[N:25].[K+].P([O-])([O-])([O-])=O.[K+].[K+].[K+], predict the reaction product. The product is: [Cl:23][C:3]1[S:4][C:5]2=[N:10][C:9]([CH2:11][N:12]3[C:16]([Cl:17])=[CH:15][C:14]([C:18]([F:21])([F:20])[F:19])=[N:13]3)=[CH:8][C:7](=[O:22])[N:6]2[C:2]=1[CH:27]1[CH2:28][CH:26]1[C:24]#[N:25]. (4) Given the reactants C(N(CC)CC)C.ClC(OCC(C)C)=O.[C:16]([O:20][C:21]([NH:23][C:24]1([C:29](O)=[O:30])[CH2:28][CH2:27][CH2:26][CH2:25]1)=[O:22])([CH3:19])([CH3:18])[CH3:17].[BH4-].[Na+], predict the reaction product. The product is: [C:16]([O:20][C:21](=[O:22])[NH:23][C:24]1([CH2:29][OH:30])[CH2:28][CH2:27][CH2:26][CH2:25]1)([CH3:19])([CH3:17])[CH3:18]. (5) Given the reactants [CH3:1][C@@H:2]1[CH2:7][N:6]([C:8]2[CH:13]=[CH:12][C:11]([N+:14]([O-])=O)=[CH:10][CH:9]=2)[CH2:5][CH2:4][N:3]1[C:17]([O:19][C:20]([CH3:23])([CH3:22])[CH3:21])=[O:18], predict the reaction product. The product is: [NH2:14][C:11]1[CH:12]=[CH:13][C:8]([N:6]2[CH2:5][CH2:4][N:3]([C:17]([O:19][C:20]([CH3:23])([CH3:22])[CH3:21])=[O:18])[C@H:2]([CH3:1])[CH2:7]2)=[CH:9][CH:10]=1. (6) Given the reactants Cl[C:2]1[C:3]([CH3:21])=[CH:4][N:5]2[C:10]([C:11]=1[CH3:12])=[C:9]([CH:13]1[CH2:15][CH2:14]1)[CH:8]=[C:7]([C:16]([O:18][CH3:19])=[O:17])[C:6]2=[O:20].[NH:22]1[C:30]2[C:25](=[CH:26][C:27](B3OC(C)(C)C(C)(C)O3)=[CH:28][CH:29]=2)[CH:24]=[N:23]1, predict the reaction product. The product is: [NH:22]1[C:30]2[C:25](=[CH:26][C:27]([C:2]3[C:3]([CH3:21])=[CH:4][N:5]4[C:10]([C:11]=3[CH3:12])=[C:9]([CH:13]3[CH2:15][CH2:14]3)[CH:8]=[C:7]([C:16]([O:18][CH3:19])=[O:17])[C:6]4=[O:20])=[CH:28][CH:29]=2)[CH:24]=[N:23]1. (7) The product is: [C:3]1([CH:2]([C:9]2[CH:14]=[CH:13][CH:12]=[CH:11][CH:10]=2)[N:15]2[CH2:19][CH2:18][CH2:17][CH2:16]2)[CH:8]=[CH:7][CH:6]=[CH:5][CH:4]=1. Given the reactants Cl[CH:2]([C:9]1[CH:14]=[CH:13][CH:12]=[CH:11][CH:10]=1)[C:3]1[CH:8]=[CH:7][CH:6]=[CH:5][CH:4]=1.[NH:15]1[CH2:19][CH2:18][CH2:17][CH2:16]1.[I-].[K+].C(=O)([O-])O.[Na+], predict the reaction product. (8) Given the reactants [CH3:1][O:2][C:3]1[CH:11]=[CH:10][C:6]([C:7]([OH:9])=O)=[C:5]([CH3:12])[CH:4]=1.[C:13]1([CH3:19])[CH:18]=[CH:17][CH:16]=[CH:15][CH:14]=1.[Cl-].[Al+3].[Cl-].[Cl-].Cl, predict the reaction product. The product is: [CH3:1][O:2][C:3]1[CH:11]=[CH:10][C:6]([C:7]([C:16]2[CH:17]=[CH:18][C:13]([CH3:19])=[CH:14][CH:15]=2)=[O:9])=[C:5]([CH3:12])[CH:4]=1.